Dataset: Forward reaction prediction with 1.9M reactions from USPTO patents (1976-2016). Task: Predict the product of the given reaction. (1) Given the reactants [NH2:1][C:2]1[CH:14]=[CH:13][C:5]([C:6]([O:8][C:9]([CH3:12])([CH3:11])[CH3:10])=[O:7])=[C:4]([F:15])[CH:3]=1.[C:16](=[O:19])(O)[O-:17].[Na+], predict the reaction product. The product is: [CH2:6]([O:17][C:16]([NH:1][C:2]1[CH:14]=[CH:13][C:5]([C:6]([O:8][C:9]([CH3:11])([CH3:12])[CH3:10])=[O:7])=[C:4]([F:15])[CH:3]=1)=[O:19])[C:5]1[CH:13]=[CH:14][CH:2]=[CH:3][CH:4]=1. (2) Given the reactants F[C:2]1[CH:7]=[C:6]([C:8]2[S:16][C:15]3[C:14]([N:17]4[CH2:22][CH2:21][O:20][CH2:19][CH2:18]4)=[N:13][C:12]([C:23]4[CH:24]=[N:25][C:26]([NH2:29])=[N:27][CH:28]=4)=[N:11][C:10]=3[CH:9]=2)[CH:5]=[CH:4][N:3]=1.[CH3:30][O:31][CH2:32][CH2:33][NH:34][CH3:35], predict the reaction product. The product is: [CH3:30][O:31][CH2:32][CH2:33][N:34]([CH3:35])[C:2]1[CH:7]=[C:6]([C:8]2[S:16][C:15]3[C:14]([N:17]4[CH2:22][CH2:21][O:20][CH2:19][CH2:18]4)=[N:13][C:12]([C:23]4[CH:24]=[N:25][C:26]([NH2:29])=[N:27][CH:28]=4)=[N:11][C:10]=3[CH:9]=2)[CH:5]=[CH:4][N:3]=1. (3) Given the reactants C1[C@H](N2C(=O)NC(=O)C([Br:14])=C2)O[C@H](CO)[C@H]1O.[C@@H:18]1([N:26]2[CH:34]=[C:32](C)[C:30](=[O:31])[NH:29][C:27]2=[O:28])[O:25][C@H:22]([CH2:23][OH:24])[C@@H:20]([OH:21])[CH2:19]1.Cl.CCC(COC(C(N(CC[NH+](C)C)C)=O)(C1C=CC=CC=1)C1C=CC=CC=1)CC.[Cl-].[BH4-].[Na+].C1C(C2NC3C=C(C(N)=N)C=CC=3C=2)=CC=C(C(N)=N)C=1, predict the reaction product. The product is: [Br:14][C@@:18]1([N:26]2[CH:34]=[CH:32][C:30](=[O:31])[NH:29][C:27]2=[O:28])[O:25][C@H:22]([CH2:23][OH:24])[C@@H:20]([OH:21])[CH2:19]1. (4) Given the reactants [F:1][C:2]([F:28])([F:27])[C:3]1[CH:8]=[CH:7][CH:6]=[CH:5][C:4]=1[C:9]1[C:19]2[O:18][CH2:17][CH2:16][N:15](C(OC(C)(C)C)=O)[CH2:14][C:13]=2[CH:12]=[CH:11][CH:10]=1.C(OCC)(=O)C.[ClH:35], predict the reaction product. The product is: [ClH:35].[F:27][C:2]([F:1])([F:28])[C:3]1[CH:8]=[CH:7][CH:6]=[CH:5][C:4]=1[C:9]1[C:19]2[O:18][CH2:17][CH2:16][NH:15][CH2:14][C:13]=2[CH:12]=[CH:11][CH:10]=1. (5) Given the reactants [CH2:1]([NH2:8])[C:2]1[CH:7]=[CH:6][CH:5]=[CH:4][CH:3]=1.[Cl:9][C:10]1[CH:15]=[N:14][CH:13]=[C:12](Cl)[N:11]=1.CCN(C(C)C)C(C)C, predict the reaction product. The product is: [CH2:1]([NH:8][C:12]1[CH:13]=[N:14][CH:15]=[C:10]([Cl:9])[N:11]=1)[C:2]1[CH:7]=[CH:6][CH:5]=[CH:4][CH:3]=1. (6) Given the reactants [Si]([O:8][C@@H:9]1[CH2:14][C:13](=[O:15])[C@@H:12]2[C@H:10]1[C@@:11]2([F:20])[C:16]([O:18][CH3:19])=[O:17])(C(C)(C)C)(C)C.Cl, predict the reaction product. The product is: [F:20][C@@:11]1([C:16]([O:18][CH3:19])=[O:17])[C@@H:12]2[C@H:10]1[C:9](=[O:8])[CH2:14][C@H:13]2[OH:15]. (7) Given the reactants Cl.[NH2:2][N:3]1[CH2:7][CH:6]([C:8]2[CH:13]=[CH:12][C:11]([CH3:14])=[C:10]([CH3:15])[CH:9]=2)[N:5]([CH2:16][CH2:17][C:18]2[CH:23]=[CH:22][C:21]([O:24][CH3:25])=[CH:20][CH:19]=2)[C:4]1=[O:26].[C:27]([C:29]1[CH:36]=[CH:35][C:32]([CH:33]=O)=[CH:31][CH:30]=1)#[N:28].[BH3-]C#N.[Na+].C([O-])(O)=O.[Na+], predict the reaction product. The product is: [C:27]([C:29]1[CH:36]=[CH:35][C:32]([CH2:33][NH:2][N:3]2[CH2:7][CH:6]([C:8]3[CH:13]=[CH:12][C:11]([CH3:14])=[C:10]([CH3:15])[CH:9]=3)[N:5]([CH2:16][CH2:17][C:18]3[CH:19]=[CH:20][C:21]([O:24][CH3:25])=[CH:22][CH:23]=3)[C:4]2=[O:26])=[CH:31][CH:30]=1)#[N:28].